This data is from Retrosynthesis with 50K atom-mapped reactions and 10 reaction types from USPTO. The task is: Predict the reactants needed to synthesize the given product. (1) Given the product CC(Oc1cc(-c2ccc(N3CCC(N4CCCC4)CC3)nc2)cnc1N)c1c(Cl)ccc(F)c1Cl, predict the reactants needed to synthesize it. The reactants are: C1CCN(C2CCNCC2)C1.CC(Oc1cc(-c2ccc(Br)nc2)cnc1N)c1c(Cl)ccc(F)c1Cl. (2) The reactants are: CNC(=O)c1ccc2ccn(C3CCN(C(=O)OCc4ccccc4)CC3)c2c1. Given the product CNC(=O)c1ccc2ccn(C3CCNCC3)c2c1, predict the reactants needed to synthesize it. (3) Given the product CCCCCOc1ccc(C(=O)NCC(=O)NC2CCCc3ccccc32)cc1, predict the reactants needed to synthesize it. The reactants are: CCCCCOc1ccc(C(=O)Cl)cc1.NCC(=O)NC1CCCc2ccccc21. (4) Given the product CC(=O)N1CCC(C(=O)N2CC[C@@H](N(C)C(=O)N(C)c3cc(C(F)(F)F)cc(C(F)(F)F)c3)[C@H](c3ccc(F)cc3)C2)CC1, predict the reactants needed to synthesize it. The reactants are: CC(=O)N1CCC(C(=O)O)CC1.CN(C(=O)N(C)[C@@H]1CCNC[C@H]1c1ccc(F)cc1)c1cc(C(F)(F)F)cc(C(F)(F)F)c1.